The task is: Predict the product of the given reaction.. This data is from Forward reaction prediction with 1.9M reactions from USPTO patents (1976-2016). (1) The product is: [ClH:33].[Cl:34][C:28]1[C:29]([F:32])=[C:30]2[C:25](=[CH:26][CH:27]=1)[NH:24][C:23]([C:21]([NH:20][C@H:10]1[CH2:11][CH2:12][C@H:13]([C:15](=[O:19])[N:16]([CH3:18])[CH3:17])[CH2:14][C@H:9]1[NH:8][C:6]([C:43]1[S:44][C:38]3[CH2:37][N:36]([CH3:35])[CH2:41][CH2:40][C:39]=3[N:42]=1)=[O:5])=[O:22])=[CH:31]2. Given the reactants C([O:5][C:6]([NH:8][C@@H:9]1[CH2:14][C@@H:13]([C:15](=[O:19])[N:16]([CH3:18])[CH3:17])[CH2:12][CH2:11][C@@H:10]1[NH:20][C:21]([C:23]1[NH:24][C:25]2[C:30]([CH:31]=1)=[C:29]([F:32])[CH:28]=[C:27]([Cl:33])[CH:26]=2)=[O:22])=O)(C)(C)C.[ClH:34].[CH3:35][N:36]1[CH2:41][CH2:40][C:39]2[N:42]=[C:43](C([O-])=O)[S:44][C:38]=2[CH2:37]1.[Li+], predict the reaction product. (2) Given the reactants [CH3:1][O:2][C:3]1[CH:11]=[CH:10][C:6]([C:7]([OH:9])=O)=[CH:5][C:4]=1/[CH:12]=[CH:13]/[C:14]1[CH:19]=[CH:18][C:17]([Br:20])=[CH:16][CH:15]=1.[NH2:21][CH:22]([CH2:25][OH:26])[CH2:23][OH:24], predict the reaction product. The product is: [Br:20][C:17]1[CH:18]=[CH:19][C:14](/[CH:13]=[CH:12]/[C:4]2[CH:5]=[C:6]([CH:10]=[CH:11][C:3]=2[O:2][CH3:1])[C:7]([NH:21][CH:22]([CH2:25][OH:26])[CH2:23][OH:24])=[O:9])=[CH:15][CH:16]=1. (3) Given the reactants N(C(OCC)=O)=NC(OCC)=O.[Cl:13][C:14]1[C:23]2[C:18](=[CH:19][C:20]([O:25][CH3:26])=[C:21]([OH:24])[CH:22]=2)[N:17]=[CH:16][N:15]=1.C1(P(C2C=CC=CC=2)C2C=CC=CC=2)C=CC=CC=1.[C:46]([O:50][C:51]([N:53]1[CH2:58][CH2:57][CH2:56][CH:55](O)[CH2:54]1)=[O:52])([CH3:49])([CH3:48])[CH3:47], predict the reaction product. The product is: [Cl:13][C:14]1[C:23]2[C:18](=[CH:19][C:20]([O:25][CH3:26])=[C:21]([O:24][CH:57]3[CH2:56][CH2:55][CH2:54][N:53]([C:51]([O:50][C:46]([CH3:49])([CH3:48])[CH3:47])=[O:52])[CH2:58]3)[CH:22]=2)[N:17]=[CH:16][N:15]=1. (4) Given the reactants [F:1][C:2]1[CH:10]=[C:9]([Br:11])[CH:8]=[CH:7][C:3]=1[CH:4]=[N:5][OH:6].[Cl:12]N1C(=O)CCC1=O, predict the reaction product. The product is: [F:1][C:2]1[CH:10]=[C:9]([Br:11])[CH:8]=[CH:7][C:3]=1[C:4](=[N:5][OH:6])[Cl:12]. (5) Given the reactants [F-].C([N+](CCCC)(CCCC)CCCC)CCC.[Si]([O:26][CH2:27][CH2:28][CH2:29][C@H:30]([O:42][C:43]1[N:48]=[CH:47][N:46]=[C:45]2[N:49]([C:52]3[C:57]([Cl:58])=[CH:56][CH:55]=[CH:54][N:53]=3)[N:50]=[CH:51][C:44]=12)[C:31]([NH:33][C:34]1[CH:39]=[CH:38][C:37]([C:40]#[N:41])=[CH:36][N:35]=1)=[O:32])(C(C)(C)C)(C)C, predict the reaction product. The product is: [Cl:58][C:57]1[C:52]([N:49]2[C:45]3=[N:46][CH:47]=[N:48][C:43]([O:42][C@@H:30]([CH2:29][CH2:28][CH2:27][OH:26])[C:31]([NH:33][C:34]4[CH:39]=[CH:38][C:37]([C:40]#[N:41])=[CH:36][N:35]=4)=[O:32])=[C:44]3[CH:51]=[N:50]2)=[N:53][CH:54]=[CH:55][CH:56]=1.